From a dataset of Full USPTO retrosynthesis dataset with 1.9M reactions from patents (1976-2016). Predict the reactants needed to synthesize the given product. Given the product [Cl:8][C:9]1[CH:14]=[CH:13][CH:12]=[CH:11][C:10]=1[C:15]1[O:19][C:18]([C:20]2[CH:21]=[CH:22][C:23]([NH:26][C:27](=[O:29])[CH3:28])=[CH:24][CH:25]=2)=[N:17][C:16]=1[C:30]1[N:34]=[CH:33][NH:32][N:31]=1, predict the reactants needed to synthesize it. The reactants are: C(O)(C(F)(F)F)=O.[Cl:8][C:9]1[CH:14]=[CH:13][CH:12]=[CH:11][C:10]=1[C:15]1[O:19][C:18]([C:20]2[CH:25]=[CH:24][C:23]([NH:26][C:27](=[O:29])[CH3:28])=[CH:22][CH:21]=2)=[N:17][C:16]=1[C:30]1[N:34](COCC[Si](C)(C)C)[CH:33]=[N:32][N:31]=1.